This data is from Forward reaction prediction with 1.9M reactions from USPTO patents (1976-2016). The task is: Predict the product of the given reaction. (1) Given the reactants Cl[C:2]1[N:11]=[C:10]([N:12]([C:14]2[CH:19]=[CH:18][C:17]([O:20][CH3:21])=[CH:16][CH:15]=2)[CH3:13])[C:9]2[C:4](=[CH:5][CH:6]=[C:7](C)[CH:8]=2)[N:3]=1.[CH2:23]([NH2:26])[CH2:24][NH2:25].FC(F)(F)C([O-])=O, predict the reaction product. The product is: [NH2:25][CH2:24][CH2:23][NH:26][C:2]1[N:11]=[C:10]([N:12]([C:14]2[CH:15]=[CH:16][C:17]([O:20][CH3:21])=[CH:18][CH:19]=2)[CH3:13])[C:9]2[C:4](=[CH:5][CH:6]=[CH:7][CH:8]=2)[N:3]=1. (2) Given the reactants [CH3:1][O:2][C:3](=[O:20])[CH2:4][C:5]1[CH:10]=[CH:9][CH:8]=[C:7]([NH:11][C:12]([C:14]2[O:15][C:16](Br)=[CH:17][CH:18]=2)=[O:13])[CH:6]=1.[F:21][C:22]([F:33])([F:32])[C:23]1[CH:28]=[CH:27][CH:26]=[CH:25][C:24]=1B(O)O, predict the reaction product. The product is: [CH3:1][O:2][C:3](=[O:20])[CH2:4][C:5]1[CH:10]=[CH:9][CH:8]=[C:7]([NH:11][C:12]([C:14]2[O:15][C:16]([C:24]3[CH:25]=[CH:26][CH:27]=[CH:28][C:23]=3[C:22]([F:33])([F:32])[F:21])=[CH:17][CH:18]=2)=[O:13])[CH:6]=1. (3) Given the reactants [NH:1]1[CH2:15][CH2:14][CH2:13][C@H:2]1[C:3]([O:5][CH2:6][C:7]1[CH:12]=[CH:11][CH:10]=[CH:9][CH:8]=1)=[O:4].Cl.C[N:18]1[CH2:23][CH2:22]OCC1.C1C=CC2N([OH:33])N=NC=2C=1.[C:34]([OH:39])(=O)[C:35]([CH3:37])=O.C1CCC(N=C=NC2CCCCC2)CC1, predict the reaction product. The product is: [NH:18]1[C:23](=[O:33])[CH2:22][CH2:37][C@H:35]1[C:34]([N:1]1[CH2:15][CH2:14][CH2:13][C@H:2]1[C:3]([O:5][CH2:6][C:7]1[CH:8]=[CH:9][CH:10]=[CH:11][CH:12]=1)=[O:4])=[O:39]. (4) Given the reactants C[Mg]Br.[CH2:4]([N:11]1[CH2:15][CH2:14][C:13](=[O:16])[CH2:12]1)[C:5]1[CH:10]=[CH:9][CH:8]=[CH:7][CH:6]=1.O.[CH2:18](OCC)C, predict the reaction product. The product is: [CH2:4]([N:11]1[CH2:15][CH2:14][C:13]([CH3:18])([OH:16])[CH2:12]1)[C:5]1[CH:6]=[CH:7][CH:8]=[CH:9][CH:10]=1. (5) Given the reactants [Cl:1][C:2]1[CH:3]=[CH:4][C:5]2[S:9][C:8]([S:10]([NH:13][C:14]3[CH:15]=[C:16]([CH:20]=[CH:21][CH:22]=3)[C:17]([OH:19])=[O:18])(=[O:12])=[O:11])=[C:7]([CH3:23])[C:6]=2[CH:24]=1.[CH2:25](O)[CH2:26][CH2:27][CH3:28], predict the reaction product. The product is: [Cl:1][C:2]1[CH:3]=[CH:4][C:5]2[S:9][C:8]([S:10]([NH:13][C:14]3[CH:15]=[C:16]([CH:20]=[CH:21][CH:22]=3)[C:17]([O:19][CH2:25][CH2:26][CH2:27][CH3:28])=[O:18])(=[O:12])=[O:11])=[C:7]([CH3:23])[C:6]=2[CH:24]=1. (6) Given the reactants [Br:1][C:2]1[CH:6]=[CH:5][NH:4][N:3]=1.O1CCCC1.CC(C)([O-])C.[K+].Cl[CH2:19][CH2:20][S:21]([CH3:24])(=[O:23])=[O:22].C(OCC)(=O)C, predict the reaction product. The product is: [Br:1][C:2]1[CH:6]=[CH:5][N:4]([CH2:19][CH2:20][S:21]([CH3:24])(=[O:23])=[O:22])[N:3]=1.